Dataset: Full USPTO retrosynthesis dataset with 1.9M reactions from patents (1976-2016). Task: Predict the reactants needed to synthesize the given product. (1) Given the product [CH:10]1[C:11]2[CH:12]([CH2:14][O:15][C:16](=[O:17])[NH:18][C@H:19]([C:20](=[O:21])[NH:44][CH2:43][C:40]3[CH:39]=[CH:38][C:37]([CH2:36][NH2:35])=[CH:42][CH:41]=3)[C:1]3[CH:13]=[CH:5][CH:4]=[CH:3][CH:2]=3)[C:13]3[C:5](=[CH:4][CH:3]=[CH:2][CH:1]=3)[C:6]=2[CH:7]=[CH:8][CH:9]=1, predict the reactants needed to synthesize it. The reactants are: [CH:1]1[C:13]2[CH:12]([CH2:14][O:15][C:16]([NH:18][C@@H:19](C3C=CC=CC=3)[C:20](O)=[O:21])=[O:17])[C:11]3[C:6](=[CH:7][CH:8]=[CH:9][CH:10]=3)[C:5]=2[CH:4]=[CH:3][CH:2]=1.C(OC(=O)[NH:35][CH2:36][C:37]1[CH:42]=[CH:41][C:40]([CH2:43][NH2:44])=[CH:39][CH:38]=1)(C)(C)C. (2) Given the product [C:7]([C:8]1[CH:40]=[CH:41][CH:36]=[CH:37][CH:38]=1)(=[O:12])[C:1]1[CH:6]=[CH:5][CH:4]=[CH:3][CH:2]=1, predict the reactants needed to synthesize it. The reactants are: [C:1]1([CH2:7][C:8](O)=O)[CH:6]=[CH:5][CH:4]=[CH:3][CH:2]=1.C(OC(C(F)(F)F)=O)(C(F)(F)F)=[O:12].B(F)(F)F.CCOCC.CCO.[C:36]1(OC)[CH:41]=[CH:40]C=[CH:38][CH:37]=1. (3) Given the product [O:42]1[C:38]2[CH:37]=[CH:36][C:35]([C:2]3[C:7]([F:8])=[CH:6][C:5]([N:9]4[C:13]([CH2:14][C@@H:15]5[CH2:19][CH2:18][N:17]([C:20]([CH:22]6[CH2:24][CH2:23]6)=[O:21])[CH2:16]5)=[N:12][NH:11][C:10]4=[O:25])=[C:4]([F:26])[CH:3]=3)=[CH:43][C:39]=2[CH:40]=[CH:41]1, predict the reactants needed to synthesize it. The reactants are: Br[C:2]1[C:7]([F:8])=[CH:6][C:5]([N:9]2[C:13]([CH2:14][C@@H:15]3[CH2:19][CH2:18][N:17]([C:20]([CH:22]4[CH2:24][CH2:23]4)=[O:21])[CH2:16]3)=[N:12][NH:11][C:10]2=[O:25])=[C:4]([F:26])[CH:3]=1.CC1(C)C(C)(C)OB([C:35]2[CH:36]=[CH:37][C:38]3[O:42][CH:41]=[CH:40][C:39]=3[CH:43]=2)O1.C(=O)([O-])[O-].[Cs+].[Cs+].